Regression. Given a peptide amino acid sequence and an MHC pseudo amino acid sequence, predict their binding affinity value. This is MHC class II binding data. From a dataset of Peptide-MHC class II binding affinity with 134,281 pairs from IEDB. (1) The peptide sequence is TSAVGAPTGATTAAA. The MHC is DRB1_0802 with pseudo-sequence DRB1_0802. The binding affinity (normalized) is 0.217. (2) The peptide sequence is AAYLATRGLDVVDAV. The MHC is DRB1_1501 with pseudo-sequence DRB1_1501. The binding affinity (normalized) is 0.649. (3) The peptide sequence is SGVAATESAYLAYRN. The MHC is DRB1_1201 with pseudo-sequence DRB1_1201. The binding affinity (normalized) is 0.128. (4) The peptide sequence is RAKDPPAGTRKIMKV. The MHC is DRB1_0701 with pseudo-sequence DRB1_0701. The binding affinity (normalized) is 0.270. (5) The peptide sequence is KLITFNVHNRYASNIVESAY. The MHC is DRB1_0701 with pseudo-sequence DRB1_0701. The binding affinity (normalized) is 0.605. (6) The peptide sequence is PICPGYRWMCLRRFIIFL. The MHC is HLA-DQA10401-DQB10402 with pseudo-sequence HLA-DQA10401-DQB10402. The binding affinity (normalized) is 0.153. (7) The peptide sequence is KGLPIRYQTTATKSE. The MHC is DRB1_0701 with pseudo-sequence DRB1_0701. The binding affinity (normalized) is 0.260. (8) The peptide sequence is IALVKTLLEQTLALL. The MHC is HLA-DPA10201-DPB10501 with pseudo-sequence HLA-DPA10201-DPB10501. The binding affinity (normalized) is 0.258.